From a dataset of Peptide-MHC class II binding affinity with 134,281 pairs from IEDB. Regression. Given a peptide amino acid sequence and an MHC pseudo amino acid sequence, predict their binding affinity value. This is MHC class II binding data. (1) The peptide sequence is EMTYKNKVVKVLRPA. The MHC is HLA-DQA10201-DQB10301 with pseudo-sequence HLA-DQA10201-DQB10301. The binding affinity (normalized) is 0.347. (2) The peptide sequence is RFTISRDNSKNTLYL. The MHC is DRB1_0802 with pseudo-sequence DRB1_0802. The binding affinity (normalized) is 0.